From a dataset of Reaction yield outcomes from USPTO patents with 853,638 reactions. Predict the reaction yield, written as a fraction of the theoretical maximum amount of product (1.0 means a 100% yield; for example, 0.34 means a 34% yield). The reactants are [CH2:1]([C:8]1([C:23]([OH:25])=O)[CH2:12][CH2:11][CH2:10][N:9]1[C:13]([O:15][CH2:16][C:17]1[CH:22]=[CH:21][CH:20]=[CH:19][CH:18]=1)=[O:14])[C:2]1[CH:7]=[CH:6][CH:5]=[CH:4][CH:3]=1.[CH3:26][O:27][C:28](=[O:34])[C@H:29]([C@@H:31]([CH3:33])[OH:32])[NH2:30].CN(C(ON1N=NC2C=CC=NC1=2)=[N+](C)C)C.F[P-](F)(F)(F)(F)F.CCN(C(C)C)C(C)C. The catalyst is CN(C=O)C.CCOC(C)=O. The product is [CH2:16]([O:15][C:13]([N:9]1[CH2:10][CH2:11][CH2:12][C:8]1([CH2:1][C:2]1[CH:3]=[CH:4][CH:5]=[CH:6][CH:7]=1)[C:23](=[O:25])[NH:30][C@@H:29]([C@H:31]([OH:32])[CH3:33])[C:28]([O:27][CH3:26])=[O:34])=[O:14])[C:17]1[CH:18]=[CH:19][CH:20]=[CH:21][CH:22]=1. The yield is 0.740.